This data is from TCR-epitope binding with 47,182 pairs between 192 epitopes and 23,139 TCRs. The task is: Binary Classification. Given a T-cell receptor sequence (or CDR3 region) and an epitope sequence, predict whether binding occurs between them. (1) Result: 0 (the TCR does not bind to the epitope). The epitope is GTSGSPIVNR. The TCR CDR3 sequence is CASSVLHGRQETQYF. (2) The epitope is YLNTLTLAV. The TCR CDR3 sequence is CASSLYESEQYF. Result: 1 (the TCR binds to the epitope). (3) The epitope is YLNTLTLAV. The TCR CDR3 sequence is CASSPLAGPETYEQYF. Result: 1 (the TCR binds to the epitope). (4) The epitope is GVAMPNLYK. The TCR CDR3 sequence is CATPEGAGYTF. Result: 0 (the TCR does not bind to the epitope). (5) The epitope is VTEHDTLLY. The TCR CDR3 sequence is CASSEAASGVGEQYF. Result: 0 (the TCR does not bind to the epitope). (6) The epitope is RTLNAWVKV. The TCR CDR3 sequence is CASSLGQDGYTF. Result: 1 (the TCR binds to the epitope). (7) The epitope is FTISVTTEIL. The TCR CDR3 sequence is CASSEEVRREQYV. Result: 1 (the TCR binds to the epitope). (8) The epitope is KTSVDCTMYI. The TCR CDR3 sequence is CASSILGGNEQFF. Result: 0 (the TCR does not bind to the epitope). (9) The epitope is HPVGEADYFEY. The TCR CDR3 sequence is CASSARTGELFF. Result: 1 (the TCR binds to the epitope). (10) The epitope is GILGFVFTL. The TCR CDR3 sequence is CASSLWGDYEQYF. Result: 1 (the TCR binds to the epitope).